This data is from Experimentally validated miRNA-target interactions with 360,000+ pairs, plus equal number of negative samples. The task is: Binary Classification. Given a miRNA mature sequence and a target amino acid sequence, predict their likelihood of interaction. (1) The miRNA is hsa-miR-329-3p with sequence AACACACCUGGUUAACCUCUUU. The protein sequence of the target gene is MMVESASETIRSAPSGQNGVGSLSGQADGSSGGATGTTASGTGREVTTGADSNGEMSPAELLHFQQQQALQVARQFLLQQASGLSSPGNNDSKQSASAVQVPVSVAMMSPQMLTPQQMQQILSPPQLQALLQQQQALMLQQLQEYYKKQQEQLHLQLLTQQQAGKPQPKEALGNKQLAFQQQLLQMQQLQQQHLLNLQRQGLVSLQPNQASGPLQTLPQAAVCPTDLPQLWKGEGAPGQPAEDSVKQEGLDLTGTAATATSFAAPPKVSPPLSHHTLPNGQPTVLTSRRDSSSHEETPGS.... Result: 1 (interaction). (2) The miRNA is hsa-miR-3617-3p with sequence CAUCAGCACCCUAUGUCCUUUCU. Result: 0 (no interaction). The protein sequence of the target gene is MDCCASRSCSVPTGPATTICSSDKSCRCGVCLPSTCPHTVWLLEPICCDNCPPPCHIPQPCVPTCFLLNSCQPTPGLETLNLTTFTQPCCEPCLPRGC.